Dataset: Forward reaction prediction with 1.9M reactions from USPTO patents (1976-2016). Task: Predict the product of the given reaction. (1) Given the reactants [CH3:1][O:2][C:3](=[O:40])[C:4]1[CH:9]=[C:8]([O:10][C:11]2[CH:16]=[CH:15][C:14]([N+:17]([O-])=O)=[C:13]([N:20]([CH2:22][C:23]3[CH:28]=[CH:27][CH:26]=[CH:25][CH:24]=3)[CH3:21])[CH:12]=2)[CH:7]=[CH:6][C:5]=1[NH:29][S:30]([C:33]1[CH:38]=[CH:37][C:36]([CH3:39])=[CH:35][CH:34]=1)(=[O:32])=[O:31].[Cl-].[NH4+], predict the reaction product. The product is: [CH3:1][O:2][C:3](=[O:40])[C:4]1[CH:9]=[C:8]([O:10][C:11]2[CH:16]=[CH:15][C:14]([NH2:17])=[C:13]([N:20]([CH2:22][C:23]3[CH:28]=[CH:27][CH:26]=[CH:25][CH:24]=3)[CH3:21])[CH:12]=2)[CH:7]=[CH:6][C:5]=1[NH:29][S:30]([C:33]1[CH:34]=[CH:35][C:36]([CH3:39])=[CH:37][CH:38]=1)(=[O:32])=[O:31]. (2) The product is: [CH2:1]([C:8]1[CH:9]=[CH:10][C:11]([NH2:14])=[C:12]([I:15])[CH:13]=1)[C:2]1[CH:3]=[CH:4][CH:5]=[CH:6][CH:7]=1. Given the reactants [CH2:1]([C:8]1[CH:13]=[CH:12][C:11]([NH2:14])=[CH:10][CH:9]=1)[C:2]1[CH:7]=[CH:6][CH:5]=[CH:4][CH:3]=1.[I:15]I.OO.O, predict the reaction product. (3) Given the reactants CN1C=CC(C(O)=O)=C1.[NH:10]1[CH:14]=[CH:13][C:12]([C:15]([N:17]2[CH2:21][CH2:20][CH2:19][CH2:18]2)=[O:16])=[CH:11]1.C1(N2CCC(OC3C=CC(I)=CC=3)CC2)CCC1.[C:40]([N:44]1[CH2:49][CH2:48][CH:47]([O:50][C:51]2[CH:56]=[CH:55][C:54](I)=[CH:53][CH:52]=2)[CH2:46][CH2:45]1)([CH3:43])([CH3:42])[CH3:41], predict the reaction product. The product is: [C:40]([N:44]1[CH2:45][CH2:46][CH:47]([O:50][C:51]2[CH:56]=[CH:55][C:54]([N:10]3[CH:14]=[CH:13][C:12]([C:15]([N:17]4[CH2:21][CH2:20][CH2:19][CH2:18]4)=[O:16])=[CH:11]3)=[CH:53][CH:52]=2)[CH2:48][CH2:49]1)([CH3:43])([CH3:41])[CH3:42]. (4) The product is: [CH2:1]([CH:7]([NH2:21])[CH2:9][CH2:10][CH2:11][CH2:12][CH2:13][CH3:14])[CH2:2][CH2:3][CH2:4][CH2:5][CH3:6]. Given the reactants [CH2:1]([C:7]([CH2:9][CH2:10][CH2:11][CH2:12][CH2:13][CH3:14])=O)[CH2:2][CH2:3][CH2:4][CH2:5][CH3:6].C([O-])(=O)C.[NH4+].C([BH3-])#[N:21].[Na+], predict the reaction product. (5) Given the reactants [Cl:1][C:2]1[CH:7]=[CH:6][C:5]([OH:8])=[CH:4][C:3]=1B(O)O.Br[C:13]1[N:14]=[CH:15][C:16]([NH2:19])=[N:17][CH:18]=1.C([O-])([O-])=O.[K+].[K+], predict the reaction product. The product is: [NH2:19][C:16]1[N:17]=[CH:18][C:13]([C:3]2[CH:4]=[C:5]([OH:8])[CH:6]=[CH:7][C:2]=2[Cl:1])=[N:14][CH:15]=1.